From a dataset of Peptide-MHC class II binding affinity with 134,281 pairs from IEDB. Regression. Given a peptide amino acid sequence and an MHC pseudo amino acid sequence, predict their binding affinity value. This is MHC class II binding data. The peptide sequence is KGKDKWIELKESWGA. The MHC is DRB1_0405 with pseudo-sequence DRB1_0405. The binding affinity (normalized) is 0.181.